From a dataset of Peptide-MHC class II binding affinity with 134,281 pairs from IEDB. Regression. Given a peptide amino acid sequence and an MHC pseudo amino acid sequence, predict their binding affinity value. This is MHC class II binding data. (1) The peptide sequence is AFILDGDNLEPKV. The MHC is DRB3_0101 with pseudo-sequence DRB3_0101. The binding affinity (normalized) is 0.704. (2) The peptide sequence is QKWDATATELNNALQ. The MHC is HLA-DQA10501-DQB10201 with pseudo-sequence HLA-DQA10501-DQB10201. The binding affinity (normalized) is 0.215. (3) The peptide sequence is ENVKMEDVGYPIIID. The MHC is DRB1_1201 with pseudo-sequence DRB1_1201. The binding affinity (normalized) is 0.451. (4) The peptide sequence is RVYQEPQVSPPQRAET. The MHC is DRB1_0802 with pseudo-sequence DRB1_0802. The binding affinity (normalized) is 0. (5) The peptide sequence is ENVIDVKLVDANGKL. The MHC is DRB1_0701 with pseudo-sequence DRB1_0701. The binding affinity (normalized) is 0.539. (6) The peptide sequence is GEDQIVDKIDAAFKI. The MHC is DRB1_1101 with pseudo-sequence DRB1_1101. The binding affinity (normalized) is 0.237. (7) The peptide sequence is EQFLGALDLAKKRVH. The MHC is DRB1_0405 with pseudo-sequence DRB1_0405. The binding affinity (normalized) is 0.337. (8) The peptide sequence is SVRFSWLSLLVPFVQWF. The MHC is HLA-DQA10301-DQB10302 with pseudo-sequence HLA-DQA10301-DQB10302. The binding affinity (normalized) is 0.500. (9) The MHC is HLA-DQA10102-DQB10501 with pseudo-sequence HLA-DQA10102-DQB10501. The binding affinity (normalized) is 0.659. The peptide sequence is SIVACAKFTCAKSMS.